Predict the reaction yield, written as a fraction of the theoretical maximum amount of product (1.0 means a 100% yield; for example, 0.34 means a 34% yield). From a dataset of Reaction yield outcomes from USPTO patents with 853,638 reactions. (1) The reactants are C[O:2][C:3](=O)[CH2:4][CH2:5][C:6]1[C:7](=[O:27])[N:8]([CH2:11][C:12]2[CH:17]=[CH:16][C:15]([NH:18][C:19](=[O:26])[C:20]3[CH:25]=[CH:24][CH:23]=[CH:22][CH:21]=3)=[CH:14][CH:13]=2)[CH2:9][CH:10]=1.CO.[NH2:31][O:32][K].C(O)(=O)C. The catalyst is CO.C(Cl)(Cl)Cl. The product is [OH:32][NH:31][C:3]([CH2:4][CH2:5][C:6]1[C:7](=[O:27])[N:8]([CH2:11][C:12]2[CH:17]=[CH:16][C:15]([NH:18][C:19](=[O:26])[C:20]3[CH:21]=[CH:22][CH:23]=[CH:24][CH:25]=3)=[CH:14][CH:13]=2)[CH2:9][CH:10]=1)=[O:2]. The yield is 0.460. (2) The reactants are [NH2:1][C:2]1[CH:17]=[CH:16][CH:15]=[C:14]([CH3:18])[C:3]=1[C:4]([NH:6][C:7]1[CH:12]=[CH:11][CH:10]=[CH:9][C:8]=1[Cl:13])=[O:5].[Cl:19][CH2:20][C:21](Cl)=O. The catalyst is C(O)(=O)C. The product is [Cl:19][CH2:20][C:21]1[N:6]([C:7]2[CH:12]=[CH:11][CH:10]=[CH:9][C:8]=2[Cl:13])[C:4](=[O:5])[C:3]2[C:2](=[CH:17][CH:16]=[CH:15][C:14]=2[CH3:18])[N:1]=1. The yield is 0.240. (3) The reactants are [NH2:1][CH2:2][C:3]1[CH:8]=[CH:7][C:6]([CH2:9][OH:10])=[CH:5][CH:4]=1.C(N(CC)C(C)C)(C)C.[N:20]1[CH:25]=[CH:24][CH:23]=[CH:22][C:21]=1[S:26](Cl)(=[O:28])=[O:27]. No catalyst specified. The product is [OH:10][CH2:9][C:6]1[CH:7]=[CH:8][C:3]([CH2:2][NH:1][S:26]([C:21]2[CH:22]=[CH:23][CH:24]=[CH:25][N:20]=2)(=[O:28])=[O:27])=[CH:4][CH:5]=1. The yield is 0.850. (4) The reactants are [N+:1]([C:4]1[CH:12]=[C:7]2[CH2:8][O:9][CH2:10][CH2:11][N:6]2[N:5]=1)([O-])=O. The catalyst is [Pd].C(O)C. The product is [N:5]1[N:6]2[C:7]([CH2:8][O:9][CH2:10][CH2:11]2)=[CH:12][C:4]=1[NH2:1]. The yield is 0.730. (5) The reactants are C[O:2][C:3]([CH:5]1[CH2:8][N:7]([CH2:9][C:10]2[CH:15]=[CH:14][C:13]([C:16]3[CH:21]=[CH:20][C:19]([CH2:22][N:23]([C:27]4[CH:32]=[CH:31][C:30]([F:33])=[CH:29][CH:28]=4)[CH:24]([CH3:26])[CH3:25])=[CH:18][CH:17]=3)=[CH:12][CH:11]=2)[CH2:6]1)=[O:4].COC(C1CN(CC2C=CC(OCC3C4C=C(Cl)C=CC=4OC=3)=CC=2)C1)=O. No catalyst specified. The product is [F:33][C:30]1[CH:31]=[CH:32][C:27]([N:23]([CH2:22][C:19]2[CH:20]=[CH:21][C:16]([C:13]3[CH:14]=[CH:15][C:10]([CH2:9][N:7]4[CH2:6][CH:5]([C:3]([OH:4])=[O:2])[CH2:8]4)=[CH:11][CH:12]=3)=[CH:17][CH:18]=2)[CH:24]([CH3:25])[CH3:26])=[CH:28][CH:29]=1. The yield is 0.600. (6) The reactants are [F:1][C:2]1[CH:7]=[C:6]([C:8]2[CH:9]=[C:10]3[C:16]([C:17]4[C:18]([CH3:31])=[N:19][N:20]([CH2:23][C:24]5[CH:29]=[CH:28][CH:27]=[C:26]([F:30])[CH:25]=5)[C:21]=4[CH3:22])=[CH:15][N:14]([S:32]([C:35]4[CH:41]=[CH:40][C:38]([CH3:39])=[CH:37][CH:36]=4)(=[O:34])=[O:33])[C:11]3=[N:12][CH:13]=2)[CH:5]=[CH:4][C:3]=1[C:42]1[CH2:47][CH2:46][N:45]([C:48]([O:50][C:51]([CH3:54])([CH3:53])[CH3:52])=[O:49])[CH2:44][CH:43]=1. The catalyst is [N+](C1C=C(C=CC=1)CN1C=C(B2OC(C)(C)C(C)(C)O2)C=N1)([O-])=O.[OH-].[Pd+2].[OH-]. The product is [F:1][C:2]1[CH:7]=[C:6]([C:8]2[CH:9]=[C:10]3[C:16]([C:17]4[C:18]([CH3:31])=[N:19][N:20]([CH2:23][C:24]5[CH:29]=[CH:28][CH:27]=[C:26]([F:30])[CH:25]=5)[C:21]=4[CH3:22])=[CH:15][N:14]([S:32]([C:35]4[CH:41]=[CH:40][C:38]([CH3:39])=[CH:37][CH:36]=4)(=[O:33])=[O:34])[C:11]3=[N:12][CH:13]=2)[CH:5]=[CH:4][C:3]=1[CH:42]1[CH2:47][CH2:46][N:45]([C:48]([O:50][C:51]([CH3:54])([CH3:53])[CH3:52])=[O:49])[CH2:44][CH2:43]1. The yield is 0.800.